This data is from Catalyst prediction with 721,799 reactions and 888 catalyst types from USPTO. The task is: Predict which catalyst facilitates the given reaction. Reactant: [Cr](Cl)([O-])(=O)=O.[NH+]1C=CC=CC=1.[Br:12][C:13]1[CH:14]=[C:15]([CH2:19][OH:20])[CH:16]=[N:17][CH:18]=1.C(OCC)C. Product: [Br:12][C:13]1[CH:14]=[C:15]([CH:19]=[O:20])[CH:16]=[N:17][CH:18]=1. The catalyst class is: 4.